Dataset: NCI-60 drug combinations with 297,098 pairs across 59 cell lines. Task: Regression. Given two drug SMILES strings and cell line genomic features, predict the synergy score measuring deviation from expected non-interaction effect. Drug 1: CCC1=CC2CC(C3=C(CN(C2)C1)C4=CC=CC=C4N3)(C5=C(C=C6C(=C5)C78CCN9C7C(C=CC9)(C(C(C8N6C)(C(=O)OC)O)OC(=O)C)CC)OC)C(=O)OC.C(C(C(=O)O)O)(C(=O)O)O. Drug 2: CCCCCOC(=O)NC1=NC(=O)N(C=C1F)C2C(C(C(O2)C)O)O. Cell line: DU-145. Synergy scores: CSS=54.5, Synergy_ZIP=-0.182, Synergy_Bliss=2.24, Synergy_Loewe=-42.0, Synergy_HSA=2.62.